Dataset: Reaction yield outcomes from USPTO patents with 853,638 reactions. Task: Predict the reaction yield, written as a fraction of the theoretical maximum amount of product (1.0 means a 100% yield; for example, 0.34 means a 34% yield). (1) The reactants are [CH2:1]([O:3][C:4](=[O:22])[C:5]([C:10](=[O:21])[C:11]1[CH:16]=[CH:15][CH:14]=[CH:13][C:12]=1[C:17]([F:20])([F:19])[F:18])=[CH:6][N:7](C)C)[CH3:2].Cl.NO. The catalyst is CO. The product is [CH2:1]([O:3][C:4]([C:5]1[CH:6]=[N:7][O:21][C:10]=1[C:11]1[CH:16]=[CH:15][CH:14]=[CH:13][C:12]=1[C:17]([F:20])([F:19])[F:18])=[O:22])[CH3:2]. The yield is 0.510. (2) The reactants are [CH:1]1([C:4]2[CH:5]=[C:6]([N+:20]([O-])=O)[CH:7]=[C:8]3[C:12]=2[N:11]([C:13]2[N:18]=[CH:17][C:16]([CH3:19])=[CH:15][N:14]=2)[CH:10]=[CH:9]3)[CH2:3][CH2:2]1. The catalyst is [Pd].C(O)C. The product is [CH:1]1([C:4]2[CH:5]=[C:6]([NH2:20])[CH:7]=[C:8]3[C:12]=2[N:11]([C:13]2[N:14]=[CH:15][C:16]([CH3:19])=[CH:17][N:18]=2)[CH:10]=[CH:9]3)[CH2:3][CH2:2]1. The yield is 0.800. (3) The reactants are Cl[C:2]1[N:7]=[C:6]([NH:8][CH2:9][C:10]2[CH:15]=[CH:14][C:13]([Cl:16])=[C:12]([Cl:17])[CH:11]=2)[CH:5]=[N:4][CH:3]=1.[CH3:18][O:19][C:20]1[CH:25]=[C:24](B2OC(C)(C)C(C)(C)O2)[CH:23]=[CH:22][C:21]=1[OH:35]. No catalyst specified. The product is [Cl:17][C:12]1[CH:11]=[C:10]([CH:15]=[CH:14][C:13]=1[Cl:16])[CH2:9][NH:8][C:6]1[N:7]=[C:2]([C:24]2[CH:23]=[CH:22][C:21]([OH:35])=[C:20]([O:19][CH3:18])[CH:25]=2)[CH:3]=[N:4][CH:5]=1. The yield is 0.570. (4) The reactants are [Br:1][C:2]1[CH:3]=[CH:4][CH:5]=[C:6]2[C:15]=1[C:9]1([CH2:14][CH2:13][NH:12][CH2:11][CH2:10]1)[CH2:8][CH:7]2[CH2:16][C:17]([O:19][CH2:20][CH3:21])=[O:18].Cl[C:23]([O:25][CH:26]1[CH:33]2[CH2:34][CH:29]3[CH2:30][CH:31]([CH2:35][CH:27]1[CH2:28]3)[CH2:32]2)=[O:24]. The catalyst is C(Cl)Cl. The product is [Br:1][C:2]1[CH:3]=[CH:4][CH:5]=[C:6]2[C:15]=1[C:9]1([CH2:10][CH2:11][N:12]([C:23]([O:25][CH:26]3[CH:27]4[CH2:35][CH:31]5[CH2:30][CH:29]([CH2:34][CH:33]3[CH2:32]5)[CH2:28]4)=[O:24])[CH2:13][CH2:14]1)[CH2:8][CH:7]2[CH2:16][C:17]([O:19][CH2:20][CH3:21])=[O:18]. The yield is 0.390. (5) The reactants are [Si:1]([O:8][CH2:9][CH:10]([CH2:13][O:14][Si:15]([C:18]([CH3:21])([CH3:20])[CH3:19])([CH3:17])[CH3:16])[CH2:11][OH:12])([C:4]([CH3:7])([CH3:6])[CH3:5])([CH3:3])[CH3:2].C(N(CC)CC)C.[CH3:29][S:30](Cl)(=[O:32])=[O:31]. The catalyst is ClCCl.O.C(OCC)(=O)C. The product is [Si:1]([O:8][CH2:9][CH:10]([CH2:13][O:14][Si:15]([C:18]([CH3:21])([CH3:20])[CH3:19])([CH3:16])[CH3:17])[CH2:11][O:12][S:30]([CH3:29])(=[O:32])=[O:31])([C:4]([CH3:5])([CH3:7])[CH3:6])([CH3:3])[CH3:2]. The yield is 0.970. (6) The reactants are Br[C:2]1[CH:3]=[CH:4][C:5]2[O:14][CH2:13][CH2:12][C:11]3[S:10][C:9]([C:15]4[N:16]([CH:20]([CH3:22])[CH3:21])[N:17]=[CH:18][N:19]=4)=[N:8][C:7]=3[C:6]=2[CH:23]=1.[CH3:24][C:25]1[C:30](B(O)O)=[CH:29][CH:28]=[CH:27][N:26]=1.C([O-])(=O)C.[K+].CN(C=O)C. The catalyst is C1C=CC([P]([Pd]([P](C2C=CC=CC=2)(C2C=CC=CC=2)C2C=CC=CC=2)([P](C2C=CC=CC=2)(C2C=CC=CC=2)C2C=CC=CC=2)[P](C2C=CC=CC=2)(C2C=CC=CC=2)C2C=CC=CC=2)(C2C=CC=CC=2)C2C=CC=CC=2)=CC=1.O. The product is [CH:20]([N:16]1[C:15]([C:9]2[S:10][C:11]3[CH2:12][CH2:13][O:14][C:5]4[CH:4]=[CH:3][C:2]([C:30]5[C:25]([CH3:24])=[N:26][CH:27]=[CH:28][CH:29]=5)=[CH:23][C:6]=4[C:7]=3[N:8]=2)=[N:19][CH:18]=[N:17]1)([CH3:22])[CH3:21]. The yield is 0.280. (7) The reactants are I[C:2]1[CH:17]=[CH:16][C:5]([C:6]([O:8][CH2:9][CH2:10][CH2:11][CH2:12][CH2:13][CH2:14][CH3:15])=[O:7])=[CH:4][CH:3]=1.[C:18]([C:20]1[CH:35]=[CH:34][C:23]([C:24]([O:26][CH2:27][CH2:28][CH2:29][CH2:30][CH2:31][CH2:32][CH3:33])=[O:25])=[CH:22][CH:21]=1)#[CH:19]. The catalyst is C(N(CC)CC)C.O1CCCC1.[Cu]I.Cl[Pd](Cl)([P](C1C=CC=CC=1)(C1C=CC=CC=1)C1C=CC=CC=1)[P](C1C=CC=CC=1)(C1C=CC=CC=1)C1C=CC=CC=1.C1(P(C2C=CC=CC=2)C2C=CC=CC=2)C=CC=CC=1. The product is [CH2:9]([O:8][C:6]([C:5]1[CH:16]=[CH:17][C:2]([C:19]#[C:18][C:20]2[CH:35]=[CH:34][C:23]([C:24]([O:26][CH2:27][CH2:28][CH2:29][CH2:30][CH2:31][CH2:32][CH3:33])=[O:25])=[CH:22][CH:21]=2)=[CH:3][CH:4]=1)=[O:7])[CH2:10][CH2:11][CH2:12][CH2:13][CH2:14][CH3:15]. The yield is 0.950.